From a dataset of Reaction yield outcomes from USPTO patents with 853,638 reactions. Predict the reaction yield, written as a fraction of the theoretical maximum amount of product (1.0 means a 100% yield; for example, 0.34 means a 34% yield). (1) The yield is 0.350. The product is [NH2:8][C:5]1[C:4]2[CH:16]=[C:12]([CH3:13])[S:11][C:3]=2[C:2]([Cl:1])=[CH:7][CH:6]=1. The reactants are [Cl:1][C:2]1[CH:7]=[CH:6][C:5]([N+:8]([O-])=O)=[CH:4][C:3]=1[S:11][CH2:12][C:13](Cl)=C.[CH3:16]COC(C)=O.O. The catalyst is CC(O)=O.[Fe]. (2) The reactants are Br[C:2]1[S:6][C:5]([NH:7][C:8]([NH:10][C:11]2[CH:16]=[CH:15][C:14]([CH3:17])=[CH:13][C:12]=2[C:18]([CH:20]2[CH2:24][CH2:23][CH2:22][CH2:21]2)=[O:19])=[O:9])=[N:4][CH:3]=1.[C:25]([O:29][C:30](=[O:35])[NH:31][CH2:32][CH2:33][SH:34])([CH3:28])([CH3:27])[CH3:26]. No catalyst specified. The product is [C:25]([O:29][C:30](=[O:35])[NH:31][CH2:32][CH2:33][S:34][C:2]1[S:6][C:5]([NH:7][C:8]([NH:10][C:11]2[CH:16]=[CH:15][C:14]([CH3:17])=[CH:13][C:12]=2[C:18]([CH:20]2[CH2:24][CH2:23][CH2:22][CH2:21]2)=[O:19])=[O:9])=[N:4][CH:3]=1)([CH3:28])([CH3:26])[CH3:27]. The yield is 0.400.